This data is from Forward reaction prediction with 1.9M reactions from USPTO patents (1976-2016). The task is: Predict the product of the given reaction. (1) Given the reactants Cl[C:2]1[N:7]=[C:6]([C:8]2[CH:9]=[N:10][CH:11]=[CH:12][CH:13]=2)[C:5]([Cl:14])=[CH:4][N:3]=1.[NH2:15][C@@H:16]1[CH2:21][CH2:20][CH2:19][C@H:18]([NH:22][C:23](=[O:29])[O:24][C:25]([CH3:28])([CH3:27])[CH3:26])[CH2:17]1.CCN(C(C)C)C(C)C, predict the reaction product. The product is: [Cl:14][C:5]1[C:6]([C:8]2[CH:9]=[N:10][CH:11]=[CH:12][CH:13]=2)=[N:7][C:2]([NH:15][C@@H:16]2[CH2:21][CH2:20][CH2:19][C@H:18]([NH:22][C:23](=[O:29])[O:24][C:25]([CH3:27])([CH3:26])[CH3:28])[CH2:17]2)=[N:3][CH:4]=1. (2) Given the reactants [Mg].[CH3:2][C:3]1([CH3:14])[C:12]2[C:7](=[C:8](I)[CH:9]=[CH:10][CH:11]=2)[O:6][CH2:5][CH2:4]1.CO[CH:17]=[C:18]=[CH2:19].[Cl-].[NH4+], predict the reaction product. The product is: [CH3:2][C:3]1([CH3:14])[C:12]2[C:7](=[C:8]([CH2:19][C:18]#[CH:17])[CH:9]=[CH:10][CH:11]=2)[O:6][CH2:5][CH2:4]1. (3) Given the reactants [NH2:1][CH2:2][C:3]1[CH:8]=[CH:7][C:6]([C:9]2[CH:10]=[C:11]([O:16][CH:17]([C:19]3[C:24]([Cl:25])=[CH:23][CH:22]=[C:21]([F:26])[C:20]=3[Cl:27])[CH3:18])[C:12]([NH2:15])=[N:13][CH:14]=2)=[CH:5][CH:4]=1.Cl[CH2:29][P:30](=[O:33])([CH3:32])[CH3:31], predict the reaction product. The product is: [CH3:29][P:30]([CH2:32][N:1]([CH2:2][C:3]1[CH:4]=[CH:5][C:6]([C:9]2[CH:10]=[C:11]([O:16][CH:17]([C:19]3[C:24]([Cl:25])=[CH:23][CH:22]=[C:21]([F:26])[C:20]=3[Cl:27])[CH3:18])[C:12]([NH2:15])=[N:13][CH:14]=2)=[CH:7][CH:8]=1)[CH2:29][P:30]([CH3:32])([CH3:31])=[O:33])([CH3:31])=[O:33]. (4) Given the reactants [CH:1]([C:3]1[CH:11]=[C:10]2[C:6]([CH:7]=[N:8][NH:9]2)=[CH:5][CH:4]=1)=O.[C:12]([CH2:14][C:15]([NH:17][CH3:18])=[O:16])#[N:13].C1CCN2C(=NCCC2)CC1, predict the reaction product. The product is: [C:12]([C:14](=[CH:1][C:3]1[CH:11]=[C:10]2[C:6]([CH:7]=[N:8][NH:9]2)=[CH:5][CH:4]=1)[C:15]([NH:17][CH3:18])=[O:16])#[N:13]. (5) Given the reactants Cl[CH2:2][CH2:3][S:4](Cl)(=[O:6])=[O:5].[C:8]1([CH2:14][NH2:15])[CH:13]=[CH:12][CH:11]=[CH:10][CH:9]=1.C(N(CC)CC)C, predict the reaction product. The product is: [CH2:14]([NH:15][S:4]([CH:3]=[CH2:2])(=[O:6])=[O:5])[C:8]1[CH:13]=[CH:12][CH:11]=[CH:10][CH:9]=1. (6) Given the reactants N[C:2]1[CH:7]=[CH:6][C:5]([Cl:8])=[CH:4][C:3]=1[C:9]([C:11]1[CH:16]=[CH:15][CH:14]=[C:13]([O:17][CH3:18])[C:12]=1[O:19][CH3:20])=[O:10].N(OCCC(C)C)=O.[I-:29].[Na+], predict the reaction product. The product is: [Cl:8][C:5]1[CH:6]=[CH:7][C:2]([I:29])=[C:3]([C:9]([C:11]2[CH:16]=[CH:15][CH:14]=[C:13]([O:17][CH3:18])[C:12]=2[O:19][CH3:20])=[O:10])[CH:4]=1. (7) Given the reactants [CH3:1][O:2][C:3]1[C:13]2[C:12]([C:14]3[CH:15]=[C:16]([CH:19]=[CH:20][CH:21]=3)[C:17]#[N:18])=[N:11][CH2:10][C:9](=[O:22])[NH:8][C:7]=2[CH:6]=[C:5]([O:23][CH3:24])[C:4]=1[C:25]1[CH:30]=[CH:29][CH:28]=[CH:27][CH:26]=1.CI.Br[CH2:34][C:35]1[CH:40]=[CH:39][C:38]([C:41]([F:44])([F:43])[F:42])=[CH:37][CH:36]=1, predict the reaction product. The product is: [CH3:1][O:2][C:3]1[C:13]2[C:12]([C:14]3[CH:15]=[C:16]([CH:19]=[CH:20][CH:21]=3)[C:17]#[N:18])=[N:11][CH2:10][C:9](=[O:22])[N:8]([CH2:34][C:35]3[CH:36]=[CH:37][C:38]([C:41]([F:42])([F:43])[F:44])=[CH:39][CH:40]=3)[C:7]=2[CH:6]=[C:5]([O:23][CH3:24])[C:4]=1[C:25]1[CH:30]=[CH:29][CH:28]=[CH:27][CH:26]=1. (8) Given the reactants [CH:1]1([CH2:4][N:5]2[C:10](=[O:11])[C:9]([CH2:12][N:13]3[CH2:18][CH2:17][N:16]([CH3:19])[CH2:15][CH2:14]3)=[CH:8][C:7]([C:20]3[CH:21]=[CH:22][C:23]4[O:27][CH2:26][CH2:25][C:24]=4[CH:28]=3)=[N:6]2)[CH2:3][CH2:2]1.[Cl:29][C:30]1[CH:60]=[CH:59]C(C=CCN2C(=O)C(COS(C)(=O)=O)=CC(C3C=CC4OCCC=4C=3)=N2)=[CH:32][CH:31]=1, predict the reaction product. The product is: [Cl:29][C:30]1[CH:60]=[CH:59][C:3]([CH:2]=[CH:1][CH2:4][N:5]2[C:10](=[O:11])[C:9]([CH2:12][N:13]3[CH2:18][CH2:17][N:16]([CH3:19])[CH2:15][CH2:14]3)=[CH:8][C:7]([C:20]3[CH:21]=[CH:22][C:23]4[O:27][CH2:26][CH2:25][C:24]=4[CH:28]=3)=[N:6]2)=[CH:32][CH:31]=1. (9) Given the reactants [C:1]([O:5][C:6](=[O:21])[NH:7][C:8]1[CH:13]=[C:12]([CH2:14][CH3:15])[C:11]([C:16]([F:19])([F:18])[F:17])=[CH:10][C:9]=1[NH2:20])([CH3:4])([CH3:3])[CH3:2].C([O:26][C:27](=O)[CH2:28][C:29]([C:31]1[CH:36]=[CH:35][CH:34]=[C:33]([C:37]2[CH:42]=[C:41]([CH3:43])[N:40]=[C:39]([CH3:44])[CH:38]=2)[CH:32]=1)=[O:30])(C)(C)C, predict the reaction product. The product is: [C:1]([O:5][C:6](=[O:21])[NH:7][C:8]1[CH:13]=[C:12]([CH2:14][CH3:15])[C:11]([C:16]([F:19])([F:18])[F:17])=[CH:10][C:9]=1[NH:20][C:27](=[O:26])[CH2:28][C:29]([C:31]1[CH:36]=[CH:35][CH:34]=[C:33]([C:37]2[CH:38]=[C:39]([CH3:44])[N:40]=[C:41]([CH3:43])[CH:42]=2)[CH:32]=1)=[O:30])([CH3:2])([CH3:3])[CH3:4].